Dataset: Experimentally validated miRNA-target interactions with 360,000+ pairs, plus equal number of negative samples. Task: Binary Classification. Given a miRNA mature sequence and a target amino acid sequence, predict their likelihood of interaction. The miRNA is mmu-miR-3065-5p with sequence UCAACAAAAUCACUGAUGCUGG. The protein sequence of the target gene is MERSPFLLACILLPLVRGHSLFTCEPITVPRCMKMTYNMTFFPNLMGHYDQGIAAVEMGHFLHLANLECSPNIEMFLCQAFIPTCTEQIHVVLPCRKLCEKIVSDCKKLMDTFGIRWPEELECNRLPHCDDTVPVTSHPHTELSGPQKKSDQVPRDIGFWCPKHLRTSGDQGYRFLGIEQCAPPCPNMYFKSDELDFAKSFIGIVSIFCLCATLFTFLTFLIDVRRFRYPERPIIYYSVCYSIVSLMYFVGFLLGNSTACNKADEKLELGDTVVLGSKNKACSVVFMFLYFFTMAGTVWW.... Result: 1 (interaction).